From a dataset of Full USPTO retrosynthesis dataset with 1.9M reactions from patents (1976-2016). Predict the reactants needed to synthesize the given product. Given the product [C:45]([C:49]1[CH:69]=[CH:68][C:52]([CH2:53][N:54]([CH2:55][CH2:56][C:57]2[CH:62]=[CH:61][C:60]([Cl:63])=[C:59]([C:64]([F:66])([F:67])[F:65])[CH:58]=2)[C:11]([C:9]2[CH:10]=[C:2]([Cl:1])[CH:3]=[C:4]3[C:8]=2[NH:7][CH:6]=[CH:5]3)=[O:13])=[CH:51][CH:50]=1)([CH3:48])([CH3:46])[CH3:47], predict the reactants needed to synthesize it. The reactants are: [Cl:1][C:2]1[CH:3]=[C:4]2[C:8](=[C:9]([C:11]([OH:13])=O)[CH:10]=1)[NH:7][CH:6]=[CH:5]2.CN(C(ON1N=NC2C=CC=CC1=2)=[N+](C)C)C.[B-](F)(F)(F)F.C(N(CC)C(C)C)(C)C.[C:45]([C:49]1[CH:69]=[CH:68][C:52]([CH2:53][NH:54][CH2:55][CH2:56][C:57]2[CH:62]=[CH:61][C:60]([Cl:63])=[C:59]([C:64]([F:67])([F:66])[F:65])[CH:58]=2)=[CH:51][CH:50]=1)([CH3:48])([CH3:47])[CH3:46].